This data is from Full USPTO retrosynthesis dataset with 1.9M reactions from patents (1976-2016). The task is: Predict the reactants needed to synthesize the given product. (1) Given the product [C:1]([O:5][C:6]([NH:8][CH:9]1[CH2:10][N:11]([C:14]2[S:15][C:16]3[CH:22]=[C:21]([C:23]([O:25][CH2:26][CH3:27])=[O:24])[CH:20]=[CH:19][C:17]=3[N:18]=2)[CH2:12]1)=[O:7])([CH3:4])([CH3:2])[CH3:3], predict the reactants needed to synthesize it. The reactants are: [C:1]([O:5][C:6]([NH:8][CH:9]1[CH2:12][NH:11][CH2:10]1)=[O:7])([CH3:4])([CH3:3])[CH3:2].Br[C:14]1[S:15][C:16]2[CH:22]=[C:21]([C:23]([O:25][CH2:26][CH3:27])=[O:24])[CH:20]=[CH:19][C:17]=2[N:18]=1.C(N(C(C)C)CC)(C)C. (2) Given the product [C:41]([CH2:22][NH:21][C:20]([C:7]1[C:6](=[O:8])[NH:5][C:4]([C:9]2[CH:10]=[C:11]([CH:16]=[CH:17][CH:18]=2)[C:12]([OH:14])=[O:13])=[N:3][C:2]=1[OH:1])=[O:19])([OH:42])=[O:44], predict the reactants needed to synthesize it. The reactants are: [OH:1][C:2]1[N:3]=[C:4]([C:9]2[CH:10]=[C:11]([CH:16]=[CH:17][CH:18]=2)[C:12]([O:14]C)=[O:13])[NH:5][C:6](=[O:8])[CH:7]=1.[OH:19][C:20]1[N:21]=[C:22](C2C=C(C=CC=2)C(O)=O)NC(=O)C=1.S(=O)(=O)(O)O.[C:41](=[O:44])(O)[O-:42].[Na+].Cl. (3) Given the product [CH3:7][C:6]1[C:2]([CH3:1])=[C:3]([C:11]([O:13][CH3:24])=[O:12])[S:4][C:5]=1[C:8]([O:21][CH3:20])=[O:10], predict the reactants needed to synthesize it. The reactants are: [CH3:1][C:2]1[C:6]([CH3:7])=[C:5]([C:8]([OH:10])=O)[S:4][C:3]=1[C:11]([OH:13])=[O:12].S(Cl)(Cl)=O.CN(C)[CH:20]=[O:21].Cl[CH2:24]Cl. (4) Given the product [Cl:1][C:2]1[C:3]([F:12])=[CH:4][C:5]([N+:9]([O-:11])=[O:10])=[C:6]2[C:8]=1[CH:14]=[CH:15][CH:17]=[N:7]2, predict the reactants needed to synthesize it. The reactants are: [Cl:1][C:2]1[C:3]([F:12])=[CH:4][C:5]([N+:9]([O-:11])=[O:10])=[C:6]([CH:8]=1)[NH2:7].O[CH2:14][CH:15]([CH2:17]O)O.[Na+].[N+](C1C=C(S([O-])(=O)=O)C=CC=1)([O-])=O.OS(O)(=O)=O.O. (5) Given the product [C:6]([O:5][C:1]([CH3:4])([CH3:3])[CH3:2])(=[O:9])[CH:7]=[CH2:8].[C:10]([OH:14])(=[O:13])[CH:11]=[CH2:12].[C:15]([O:20][CH2:21][CH2:22][CH2:23][OH:24])(=[O:19])[C:16]([CH3:18])=[CH2:17], predict the reactants needed to synthesize it. The reactants are: [C:1]([O:5][C:6](=[O:9])[CH:7]=[CH2:8])([CH3:4])([CH3:3])[CH3:2].[C:10]([OH:14])(=[O:13])[CH:11]=[CH2:12].[C:15]([O:20][CH2:21][CH2:22][CH2:23][OH:24])(=[O:19])[C:16]([CH3:18])=[CH2:17].CC(OC(C)=O)COC. (6) Given the product [Br:12][C:13]1[CH:14]=[CH:15][C:16]([Cl:21])=[C:17]([CH2:18][C:10]2[S:9][C:8]3[C:3]([O:2][CH3:1])=[CH:4][CH:5]=[CH:6][C:7]=3[CH:11]=2)[CH:20]=1, predict the reactants needed to synthesize it. The reactants are: [CH3:1][O:2][C:3]1[C:8]2[S:9][CH:10]=[CH:11][C:7]=2[CH:6]=[CH:5][CH:4]=1.[Br:12][C:13]1[CH:14]=[CH:15][C:16]([Cl:21])=[C:17]([CH:20]=1)[CH:18]=O. (7) Given the product [C:47](=[O:48])([O:49][C:50]1[CH:51]=[CH:52][C:53]([N+:56]([O-:58])=[O:57])=[CH:54][CH:55]=1)[O:28][CH2:27][CH2:26][CH2:25][O:24][C:21]1[CH:22]=[CH:23][C:18]([CH2:17][C@H:16]([NH:29][C:30]([O:31][C@@H:32]2[C@H:39]3[C@H:35]([O:36][CH2:37][CH2:38]3)[O:34][CH2:33]2)=[O:40])[C@H:15]([OH:41])[CH2:14][N:13]([S:10]([C:8]2[CH:7]=[CH:6][C:5]3[O:1][CH2:2][O:3][C:4]=3[CH:9]=2)(=[O:12])=[O:11])[CH2:42][CH:43]([CH3:45])[CH3:44])=[CH:19][CH:20]=1, predict the reactants needed to synthesize it. The reactants are: [O:1]1[C:5]2[CH:6]=[CH:7][C:8]([S:10]([N:13]([CH2:42][CH:43]([CH3:45])[CH3:44])[CH2:14][C@@H:15]([OH:41])[C@@H:16]([NH:29][C:30](=[O:40])[O:31][C@@H:32]3[C@H:39]4[C@H:35]([O:36][CH2:37][CH2:38]4)[O:34][CH2:33]3)[CH2:17][C:18]3[CH:23]=[CH:22][C:21]([O:24][CH2:25][CH2:26][CH2:27][OH:28])=[CH:20][CH:19]=3)(=[O:12])=[O:11])=[CH:9][C:4]=2[O:3][CH2:2]1.Cl[C:47]([O:49][C:50]1[CH:55]=[CH:54][C:53]([N+:56]([O-:58])=[O:57])=[CH:52][CH:51]=1)=[O:48]. (8) Given the product [C:17]([O:16][C:14]([NH:13][C@H:10]1[CH2:11][CH2:12][NH:8][CH2:9]1)=[O:15])([CH3:20])([CH3:18])[CH3:19], predict the reactants needed to synthesize it. The reactants are: C([N:8]1[CH2:12][CH2:11][C@H:10]([NH:13][C:14]([O:16][C:17]([CH3:20])([CH3:19])[CH3:18])=[O:15])[CH2:9]1)C1C=CC=CC=1.O.C(OC(NC1CCNC1)=O)(C)(C)C. (9) Given the product [F:1][C:2]1[CH:3]=[CH:4][C:5]([CH2:8][C:9]2[CH:18]=[C:17]3[C:12]([C:13]([OH:34])=[C:14]([C:29]([NH:38][CH2:37][CH2:35][OH:36])=[O:30])[C:15](=[O:28])[N:16]3[CH2:19][CH2:20][CH2:21][N:22]3[CH2:26][CH2:25][CH2:24][C:23]3=[O:27])=[N:11][CH:10]=2)=[CH:6][CH:7]=1, predict the reactants needed to synthesize it. The reactants are: [F:1][C:2]1[CH:7]=[CH:6][C:5]([CH2:8][C:9]2[CH:18]=[C:17]3[C:12]([C:13]([OH:34])=[C:14]([C:29](OCC)=[O:30])[C:15](=[O:28])[N:16]3[CH2:19][CH2:20][CH2:21][N:22]3[CH2:26][CH2:25][CH2:24][C:23]3=[O:27])=[N:11][CH:10]=2)=[CH:4][CH:3]=1.[CH2:35]([CH2:37][NH2:38])[OH:36]. (10) Given the product [CH3:30][N:31]([CH3:36])[CH2:32][C:33]([NH:1][C:2]1[CH:3]=[C:4]([C:8]2[O:9][C:10]3[C:11](=[C:13]([C:17]([NH2:19])=[O:18])[CH:14]=[CH:15][CH:16]=3)[N:12]=2)[CH:5]=[CH:6][CH:7]=1)=[O:34], predict the reactants needed to synthesize it. The reactants are: [NH2:1][C:2]1[CH:3]=[C:4]([C:8]2[O:9][C:10]3[C:11](=[C:13]([C:17]([NH2:19])=[O:18])[CH:14]=[CH:15][CH:16]=3)[N:12]=2)[CH:5]=[CH:6][CH:7]=1.C1C=CC2N(O)N=NC=2C=1.[CH3:30][N:31]([CH3:36])[CH2:32][C:33](O)=[O:34].CCN(C(C)C)C(C)C.CCN=C=NCCCN(C)C.